This data is from Full USPTO retrosynthesis dataset with 1.9M reactions from patents (1976-2016). The task is: Predict the reactants needed to synthesize the given product. (1) Given the product [Cl:1][C:2]1[CH:26]=[CH:25][C:5]([CH2:6][N:7]2[C:15]3[C:10](=[CH:11][C:12]([CH:16]=[C:17]4[S:21][C:20]([N:34]5[CH2:35][CH2:36][N:31]([CH3:30])[CH2:32][CH2:33]5)=[N:19][C:18]4=[O:24])=[CH:13][CH:14]=3)[CH:9]=[N:8]2)=[C:4]([CH:27]2[CH2:29][CH2:28]2)[CH:3]=1, predict the reactants needed to synthesize it. The reactants are: [Cl:1][C:2]1[CH:26]=[CH:25][C:5]([CH2:6][N:7]2[C:15]3[C:10](=[CH:11][C:12]([CH:16]=[C:17]4[S:21][C:20](SC)=[N:19][C:18]4=[O:24])=[CH:13][CH:14]=3)[CH:9]=[N:8]2)=[C:4]([CH:27]2[CH2:29][CH2:28]2)[CH:3]=1.[CH3:30][N:31]1[CH2:36][CH2:35][NH:34][CH2:33][CH2:32]1. (2) Given the product [Cl:8][C:5]1[CH:4]=[C:3]([S:9]([O-:18])(=[O:23])=[O:15])[C:2]([Cl:1])=[CH:7][C:6]=1[S:10]([O-:12])(=[O:14])=[O:11].[Na+:16].[Na+:16], predict the reactants needed to synthesize it. The reactants are: [Cl:1][C:2]1[CH:7]=[CH:6][C:5]([Cl:8])=[CH:4][C:3]=1[SH:9].[S:10](=[O:14])(=O)([OH:12])[OH:11].[OH-:15].[Na+:16].[Mn]([O-])(=O)(=O)=[O:18].[K+].[OH2:23]. (3) The reactants are: [CH3:1][O:2][C:3]1[CH:11]=[CH:10][C:6]([C:7]([OH:9])=O)=[CH:5][C:4]=1[CH3:12].[CH3:13][O:14][C:15]1[CH:16]=[C:17]2[C:21](=[CH:22][CH:23]=1)[CH:20]([NH2:24])[CH2:19][CH2:18]2. Given the product [CH3:1][O:2][C:3]1[CH:11]=[CH:10][C:6]([C:7]([NH:24][CH:20]2[C:21]3[C:17](=[CH:16][C:15]([O:14][CH3:13])=[CH:23][CH:22]=3)[CH2:18][CH2:19]2)=[O:9])=[CH:5][C:4]=1[CH3:12], predict the reactants needed to synthesize it. (4) Given the product [Cl-:21].[CH3:1][N:2]([CH3:20])[C:3]1[CH:4]=[CH:5][C:6]2[C:15]([CH:16]=1)=[S+:14][C:13]1[C:8](=[CH:9][CH:10]=[C:11]([N:17]([CH3:19])[CH3:18])[CH:12]=1)[N:7]=2, predict the reactants needed to synthesize it. The reactants are: [CH3:1][N:2]([CH3:20])[C:3]1[CH:4]=[CH:5][C:6]2[C:15]([CH:16]=1)=[S+:14][C:13]1[C:8](=[CH:9][CH:10]=[C:11]([N:17]([CH3:19])[CH3:18])[CH:12]=1)[N:7]=2.[Cl-:21]. (5) Given the product [CH3:18][O:19][C:20](=[O:31])[C@H:21]([CH2:23][C:24]1[CH:25]=[CH:26][C:27]([OH:30])=[CH:28][CH:29]=1)[NH:22][C:15](=[O:17])[C@H:13]([CH3:14])[NH:12][C:10](=[O:11])[CH2:9][C:4]1[CH:5]=[C:6]([F:8])[CH:7]=[C:2]([F:1])[CH:3]=1, predict the reactants needed to synthesize it. The reactants are: [F:1][C:2]1[CH:3]=[C:4]([CH2:9][C:10]([NH:12][C@H:13]([C:15]([OH:17])=O)[CH3:14])=[O:11])[CH:5]=[C:6]([F:8])[CH:7]=1.[CH3:18][O:19][C:20](=[O:31])[C@H:21]([CH2:23][C:24]1[CH:29]=[CH:28][C:27]([OH:30])=[CH:26][CH:25]=1)[NH2:22]. (6) Given the product [Cl:14][C:15]1[CH:22]=[C:21]([C:2]2[N:7]=[C:6]([C:8]([NH2:10])=[O:9])[C:5]([NH:11][CH2:12][CH3:13])=[CH:4][CH:3]=2)[CH:20]=[CH:19][C:16]=1[C:17]#[N:18], predict the reactants needed to synthesize it. The reactants are: Br[C:2]1[N:7]=[C:6]([C:8]([NH2:10])=[O:9])[C:5]([NH:11][CH2:12][CH3:13])=[CH:4][CH:3]=1.[Cl:14][C:15]1[CH:22]=[C:21](B2OC(C)(C)C(C)(C)O2)[CH:20]=[CH:19][C:16]=1[C:17]#[N:18]. (7) Given the product [C:2]([C:5]1[C:10]2[S:11][C:12]([C:15]([NH:17][C:18]3[CH:27]=[CH:26][C:25]4[C:20](=[CH:21][CH:22]=[CH:23][C:24]=4[CH2:28][OH:29])[N:19]=3)=[O:16])=[C:13]([CH3:14])[C:9]=2[C:8]([CH2:30][O:31][CH3:32])=[CH:7][CH:6]=1)(=[O:4])[CH3:3], predict the reactants needed to synthesize it. The reactants are: Cl.[C:2]([C:5]1[C:10]2[S:11][C:12]([C:15]([NH:17][C:18]3[CH:27]=[CH:26][C:25]4[C:20](=[CH:21][CH:22]=[CH:23][C:24]=4[CH2:28][OH:29])[N:19]=3)=[O:16])=[C:13]([CH3:14])[C:9]=2[C:8]([CH2:30][O:31][CH3:32])=[CH:7][CH:6]=1)(=[O:4])[CH3:3].C(=O)([O-])[O-].[K+].[K+].C(Cl)(Cl)Cl.O. (8) Given the product [C:15]([CH2:17][NH:18][C:19](=[O:36])[C:20]1[CH:25]=[CH:24][CH:23]=[C:22]([CH3:26])[C:21]=1[NH:27][C:28]1[C:33]([Cl:34])=[CH:32][N:31]=[C:30]([Cl:35])[N:29]=1)#[N:16], predict the reactants needed to synthesize it. The reactants are: NC1C(C)=CC=CC=1C(NCC#N)=O.[C:15]([CH2:17][NH:18][C:19](=[O:36])[C:20]1[CH:25]=[CH:24][CH:23]=[C:22]([CH3:26])[C:21]=1[NH:27][C:28]1[C:33]([Cl:34])=[CH:32][N:31]=[C:30]([Cl:35])[N:29]=1)#[N:16].ClC1N=C(Cl)C(Cl)=CN=1.C(=O)([O-])[O-].[K+].[K+].CN(C)C=O.[Cl-].[NH4+]. (9) Given the product [CH2:28]([O:30][CH2:31][CH2:32][N:1]1[CH:5]=[C:4]([C:6]2[N:11]=[N:10][C:9]([N:12]3[CH2:17][CH2:16][CH:15]([N:18]4[C:26]5[C:21](=[CH:22][CH:23]=[C:24]([F:27])[CH:25]=5)[CH2:20][CH2:19]4)[CH2:14][CH2:13]3)=[CH:8][CH:7]=2)[CH:3]=[N:2]1)[CH3:29], predict the reactants needed to synthesize it. The reactants are: [NH:1]1[CH:5]=[C:4]([C:6]2[N:11]=[N:10][C:9]([N:12]3[CH2:17][CH2:16][CH:15]([N:18]4[C:26]5[C:21](=[CH:22][CH:23]=[C:24]([F:27])[CH:25]=5)[CH2:20][CH2:19]4)[CH2:14][CH2:13]3)=[CH:8][CH:7]=2)[CH:3]=[N:2]1.[CH2:28]([O:30][CH2:31][CH2:32]Br)[CH3:29].C1COCC1.[H-].[Na+].